Dataset: Full USPTO retrosynthesis dataset with 1.9M reactions from patents (1976-2016). Task: Predict the reactants needed to synthesize the given product. (1) Given the product [F:1][C:2]1[CH:3]=[CH:4][C:5]([N:8]2[C:16]3[C:11](=[CH:12][C:13]([CH2:18][OH:19])=[C:14]([CH3:17])[CH:15]=3)[CH:10]=[N:9]2)=[CH:6][CH:7]=1, predict the reactants needed to synthesize it. The reactants are: [F:1][C:2]1[CH:7]=[CH:6][C:5]([N:8]2[C:16]3[C:11](=[CH:12][C:13]([C:18](OC)=[O:19])=[C:14]([CH3:17])[CH:15]=3)[CH:10]=[N:9]2)=[CH:4][CH:3]=1.CC(C[AlH]CC(C)C)C. (2) Given the product [CH3:1][O:2][C:3]1[CH:4]=[CH:5][C:6]([C:9]2[CH:13]=[C:12]([NH:14][C:19](=[O:20])[C:18]3[CH:22]=[CH:23][CH:24]=[CH:25][C:17]=3[C:16]([F:15])([F:26])[F:27])[O:11][N:10]=2)=[CH:7][CH:8]=1, predict the reactants needed to synthesize it. The reactants are: [CH3:1][O:2][C:3]1[CH:8]=[CH:7][C:6]([C:9]2[CH:13]=[C:12]([NH2:14])[O:11][N:10]=2)=[CH:5][CH:4]=1.[F:15][C:16]([F:27])([F:26])[C:17]1[CH:25]=[CH:24][CH:23]=[CH:22][C:18]=1[C:19](Cl)=[O:20].N1C=CC=CC=1. (3) Given the product [O:1]=[C:2]1[CH2:18][C:17](=[O:23])[C:5]2([CH2:9][N:8]([C:10]([O:12][C:13]([CH3:15])([CH3:16])[CH3:14])=[O:11])[CH2:7][CH2:6]2)[CH2:4][NH:3]1, predict the reactants needed to synthesize it. The reactants are: [O:1]=[C:2]1[CH:18](C(OC)=O)[C:17](=[O:23])[C:5]2([CH2:9][N:8]([C:10]([O:12][C:13]([CH3:16])([CH3:15])[CH3:14])=[O:11])[CH2:7][CH2:6]2)[CH2:4][NH:3]1. (4) Given the product [CH:21]([N:20]1[C:16]2=[N:15][C:4]([OH:14])=[CH:5][C:6]([C:7]3[CH:8]=[CH:9][CH:10]=[CH:11][CH:12]=3)=[C:17]2[C:18]([C:34]#[N:35])=[CH:19]1)([C:22]1[CH:27]=[CH:26][CH:25]=[CH:24][CH:23]=1)[C:28]1[CH:33]=[CH:32][CH:31]=[CH:30][CH:29]=1, predict the reactants needed to synthesize it. The reactants are: C(O[C:4](=[O:14])[CH2:5][C:6](=O)[C:7]1[CH:12]=[CH:11][CH:10]=[CH:9][CH:8]=1)C.[NH2:15][C:16]1[N:20]([CH:21]([C:28]2[CH:33]=[CH:32][CH:31]=[CH:30][CH:29]=2)[C:22]2[CH:27]=[CH:26][CH:25]=[CH:24][CH:23]=2)[CH:19]=[C:18]([C:34]#[N:35])[CH:17]=1.Cl. (5) Given the product [F:1][C:2]1[C:3]2[CH:4]=[C:5]3[C:14]4[N:15]=[C:16]([C:19]5[C:20]([N:39]([CH3:44])[S:40]([CH3:43])(=[O:42])=[O:41])=[CH:21][C:22]6[O:26][C:25]([C:27]7[CH:32]=[CH:31][C:30]([F:33])=[CH:29][CH:28]=7)=[C:24]([C:34]([NH:35][CH3:36])=[O:37])[C:23]=6[CH:38]=5)[CH:17]=[CH:18][C:13]=4[NH:12][CH:11]([CH2:45][CH2:46][OH:47])[N:6]3[C:7]=2[CH:8]=[CH:9][CH:10]=1, predict the reactants needed to synthesize it. The reactants are: [F:1][C:2]1[C:3]2[CH:4]=[C:5]3[C:14]4[N:15]=[C:16]([C:19]5[C:20]([N:39]([CH3:44])[S:40]([CH3:43])(=[O:42])=[O:41])=[CH:21][C:22]6[O:26][C:25]([C:27]7[CH:32]=[CH:31][C:30]([F:33])=[CH:29][CH:28]=7)=[C:24]([C:34](=[O:37])[NH:35][CH3:36])[C:23]=6[CH:38]=5)[CH:17]=[CH:18][C:13]=4[N:12]=[C:11]([CH2:45][C:46](OC)=[O:47])[N:6]3[C:7]=2[CH:8]=[CH:9][CH:10]=1.[BH4-].[Na+]. (6) Given the product [C:8]([O:12][C:13]([N:15]1[CH2:20][CH2:19][CH:18]([N:21]([C:3](=[O:4])[C:2]([Br:1])([F:7])[F:6])[C:22]2[CH:27]=[CH:26][CH:25]=[CH:24][C:23]=2[I:28])[CH2:17][CH2:16]1)=[O:14])([CH3:11])([CH3:9])[CH3:10], predict the reactants needed to synthesize it. The reactants are: [Br:1][C:2]([F:7])([F:6])[C:3](Cl)=[O:4].[C:8]([O:12][C:13]([N:15]1[CH2:20][CH2:19][CH:18]([NH:21][C:22]2[CH:27]=[CH:26][CH:25]=[CH:24][C:23]=2[I:28])[CH2:17][CH2:16]1)=[O:14])([CH3:11])([CH3:10])[CH3:9].C(N(CC)CC)C. (7) The reactants are: [Cl:1][C:2]1[CH:7]=[C:6]([O:8][C:9]2[C:18]3[C:13](=[CH:14][C:15]([O:23][CH3:24])=[C:16]([C:19]([O:21][CH3:22])=[O:20])[CH:17]=3)[N:12]=[CH:11][CH:10]=2)[CH:5]=[CH:4][C:3]=1[NH:25][C:26](=[O:34])OC1C=CC=CC=1.[CH3:35][NH2:36].O. Given the product [Cl:1][C:2]1[CH:7]=[C:6]([CH:5]=[CH:4][C:3]=1[NH:25][C:26]([NH:36][CH3:35])=[O:34])[O:8][C:9]1[C:18]2[C:13](=[CH:14][C:15]([O:23][CH3:24])=[C:16]([C:19]([O:21][CH3:22])=[O:20])[CH:17]=2)[N:12]=[CH:11][CH:10]=1, predict the reactants needed to synthesize it. (8) Given the product [ClH:40].[ClH:40].[NH:1]1[CH2:5][CH2:4][C@@H:3]([NH:6][C:7](=[O:39])[CH:8]([CH:36]([CH3:38])[CH3:37])[CH2:9][CH:10]([OH:35])[CH:11]([NH2:32])[CH2:12][CH:13]([CH2:17][C:18]2[CH:23]=[CH:22][C:21]([O:24][CH3:25])=[C:20]([O:26][CH2:27][CH2:28][CH2:29][O:30][CH3:31])[CH:19]=2)[CH:14]([CH3:15])[CH3:16])[CH2:2]1, predict the reactants needed to synthesize it. The reactants are: [NH:1]1[CH2:5][CH2:4][C@@H:3]([NH:6][C:7](=[O:39])[CH:8]([CH:36]([CH3:38])[CH3:37])[CH2:9][CH:10]([OH:35])[CH:11]([N:32]=[N+]=[N-])[CH2:12][CH:13]([CH2:17][C:18]2[CH:23]=[CH:22][C:21]([O:24][CH3:25])=[C:20]([O:26][CH2:27][CH2:28][CH2:29][O:30][CH3:31])[CH:19]=2)[CH:14]([CH3:16])[CH3:15])[CH2:2]1.[Cl:40]CCl.